Dataset: Full USPTO retrosynthesis dataset with 1.9M reactions from patents (1976-2016). Task: Predict the reactants needed to synthesize the given product. (1) Given the product [F:1][C:2]1[CH:3]=[C:4]([C:8]2[C:16]3[O:15][CH:14]([CH2:17][NH:18][C:29](=[O:30])[O:31][CH2:32][C:33]4[CH:38]=[CH:37][CH:36]=[CH:35][CH:34]=4)[CH2:13][C:12]=3[CH:11]=[CH:10][CH:9]=2)[CH:5]=[CH:6][CH:7]=1, predict the reactants needed to synthesize it. The reactants are: [F:1][C:2]1[CH:3]=[C:4]([C:8]2[C:16]3[O:15][CH:14]([CH2:17][NH2:18])[CH2:13][C:12]=3[CH:11]=[CH:10][CH:9]=2)[CH:5]=[CH:6][CH:7]=1.C(N(C(C)C)CC)(C)C.Cl[C:29]([O:31][CH2:32][C:33]1[CH:38]=[CH:37][CH:36]=[CH:35][CH:34]=1)=[O:30].C(OC(=O)NCC1CC2C=CC=C(C3CCCC3)C=2O1)C1C=CC=CC=1. (2) Given the product [CH3:1][S:2]([CH2:3][C@@H:4]1[N:9]2[C:10]3[C:19]4[C:14](=[CH:15][CH:16]=[CH:17][CH:18]=4)[N:13]=[C:12]([NH2:20])[C:11]=3[N:21]=[C:8]2[CH2:7][O:6][CH2:5]1)(=[O:30])=[O:39], predict the reactants needed to synthesize it. The reactants are: [CH3:1][S:2][CH2:3][C@@H:4]1[N:9]2[C:10]3[C:19]4[C:14](=[CH:15][CH:16]=[CH:17][CH:18]=4)[N:13]=[C:12]([NH2:20])[C:11]=3[N:21]=[C:8]2[CH2:7][O:6][CH2:5]1.C1C=C(Cl)C=C(C(OO)=[O:30])C=1.C([O-])([O-])=O.[Na+].[Na+].[OH2:39]. (3) Given the product [CH3:13][C:10]1[CH:11]=[CH:12][C:7]([OH:6])=[C:8]([C:14]2[N:23]=[C:22]([NH:24][C@H:25]3[CH2:29][CH2:28][NH:27][CH2:26]3)[C:21]3[C:16](=[CH:17][CH:18]=[CH:19][CH:20]=3)[N:15]=2)[CH:9]=1, predict the reactants needed to synthesize it. The reactants are: B(Br)(Br)Br.C[O:6][C:7]1[CH:12]=[CH:11][C:10]([CH3:13])=[CH:9][C:8]=1[C:14]1[N:23]=[C:22]([NH:24][C@H:25]2[CH2:29][CH2:28][N:27](C(OC(C)(C)C)=O)[CH2:26]2)[C:21]2[C:16](=[CH:17][CH:18]=[CH:19][CH:20]=2)[N:15]=1.